Predict the reactants needed to synthesize the given product. From a dataset of Full USPTO retrosynthesis dataset with 1.9M reactions from patents (1976-2016). Given the product [OH:40][C:37]([C:34]1[CH:35]=[CH:36][C:31]([C:29]2[N:28]([S:41]([C:44]3[CH:45]=[CH:46][C:47]([CH3:48])=[CH:49][CH:50]=3)(=[O:43])=[O:42])[C:24]3=[N:25][CH:26]=[CH:27][C:22]([C:20]4[CH:19]=[CH:18][C:4]([O:5][C@@H:6]5[CH2:10][CH2:9][NH:8][CH2:7]5)=[C:3]([CH:21]=4)[C:1]#[N:2])=[C:23]3[CH:30]=2)=[CH:32][CH:33]=1)([CH3:38])[CH3:39], predict the reactants needed to synthesize it. The reactants are: [C:1]([C:3]1[CH:21]=[C:20]([C:22]2[CH:27]=[CH:26][N:25]=[C:24]3[N:28]([S:41]([C:44]4[CH:50]=[CH:49][C:47]([CH3:48])=[CH:46][CH:45]=4)(=[O:43])=[O:42])[C:29]([C:31]4[CH:36]=[CH:35][C:34]([C:37]([OH:40])([CH3:39])[CH3:38])=[CH:33][CH:32]=4)=[CH:30][C:23]=23)[CH:19]=[CH:18][C:4]=1[O:5][C@@H:6]1[CH2:10][CH2:9][N:8](C(OC(C)(C)C)=O)[CH2:7]1)#[N:2].C(O)(C(F)(F)F)=O.